This data is from Full USPTO retrosynthesis dataset with 1.9M reactions from patents (1976-2016). The task is: Predict the reactants needed to synthesize the given product. The reactants are: [Br:1][C:2]1[CH:3]=[N:4][C:5]2[N:6]([N:8]=[C:9]([C:11]([OH:13])=O)[CH:10]=2)[CH:7]=1.[CH3:14][O:15][C:16]1[C:21]([C:22]2[CH:31]=[CH:30][CH:29]=[C:28]3[C:23]=2[CH2:24][CH2:25][NH:26][CH:27]3[CH3:32])=[CH:20][CH:19]=[CH:18][N:17]=1. Given the product [Br:1][C:2]1[CH:3]=[N:4][C:5]2[N:6]([N:8]=[C:9]([C:11]([N:26]3[CH2:25][CH2:24][C:23]4[C:28](=[CH:29][CH:30]=[CH:31][C:22]=4[C:21]4[C:16]([O:15][CH3:14])=[N:17][CH:18]=[CH:19][CH:20]=4)[CH:27]3[CH3:32])=[O:13])[CH:10]=2)[CH:7]=1, predict the reactants needed to synthesize it.